This data is from Reaction yield outcomes from USPTO patents with 853,638 reactions. The task is: Predict the reaction yield, written as a fraction of the theoretical maximum amount of product (1.0 means a 100% yield; for example, 0.34 means a 34% yield). (1) The reactants are C(OC([NH:8][CH2:9][CH:10]1[CH2:15][CH2:14][N:13]([C:16]2[N:20]([CH3:21])[N:19]=[CH:18][C:17]=2[NH:22][C:23]([C:25]2[N:26]=[C:27](Br)[S:28][C:29]=2[NH:30]C(=O)OC(C)(C)C)=[O:24])[CH2:12][CH2:11]1)=O)CCC.C([O-])([O-])=O.[Na+].[Na+].[OH:45][C:46]1[CH:51]=[CH:50][C:49](B(O)O)=[C:48]([C:55]([F:58])([F:57])[F:56])[CH:47]=1. The catalyst is COCCOC.O.C1C=CC(P(C2C=CC=CC=2)[C-]2C=CC=C2)=CC=1.C1C=CC(P(C2C=CC=CC=2)[C-]2C=CC=C2)=CC=1.Cl[Pd]Cl.[Fe+2]. The product is [NH2:30][C:29]1[S:28][C:27]([C:49]2[CH:50]=[CH:51][C:46]([OH:45])=[CH:47][C:48]=2[C:55]([F:56])([F:57])[F:58])=[N:26][C:25]=1[C:23]([NH:22][C:17]1[CH:18]=[N:19][N:20]([CH3:21])[C:16]=1[N:13]1[CH2:14][CH2:15][CH:10]([CH2:9][NH2:8])[CH2:11][CH2:12]1)=[O:24]. The yield is 0.480. (2) The reactants are C(OC(=O)[NH:7][C@H:8]1[CH2:11][C@@H:10]([NH:12][C:13]([C:15]2[C:23]3[C:18](=[N:19][CH:20]=[C:21]([C:24]4[C:32]5[C:27](=[CH:28][C:29]([F:33])=[CH:30][CH:31]=5)[N:26]([CH3:34])[N:25]=4)[N:22]=3)[N:17](COCC[Si](C)(C)C)[CH:16]=2)=[O:14])[CH2:9]1)(C)(C)C.FC(F)(F)C(O)=O.C(N)CN.O. The catalyst is ClCCl.C(OCC)(=O)C. The product is [NH2:7][C@@H:8]1[CH2:9][C@H:10]([NH:12][C:13]([C:15]2[C:23]3[C:18](=[N:19][CH:20]=[C:21]([C:24]4[C:32]5[C:27](=[CH:28][C:29]([F:33])=[CH:30][CH:31]=5)[N:26]([CH3:34])[N:25]=4)[N:22]=3)[NH:17][CH:16]=2)=[O:14])[CH2:11]1. The yield is 0.910. (3) The reactants are [NH2:1][C:2]1[N:7]=[CH:6][C:5](/[CH:8]=[CH:9]/[C:10]([O:12]CC2C=CC=CC=2)=[O:11])=[CH:4][CH:3]=1.[OH-].[Na+]. The catalyst is CO. The product is [NH2:1][C:2]1[N:7]=[CH:6][C:5](/[CH:8]=[CH:9]/[C:10]([OH:12])=[O:11])=[CH:4][CH:3]=1. The yield is 0.720. (4) The reactants are C([N-]C(C)C)(C)C.[Li+].[CH3:9][C:10]1[CH:11]=[C:12]([NH:21][C:22]2[N:27]=[C:26]([C:28]([F:31])([F:30])[F:29])[CH:25]=[CH:24][N:23]=2)[CH:13]=[C:14]([C:16]2[S:20][CH:19]=[N:18][CH:17]=2)[CH:15]=1.CN([CH:35]=[O:36])C. The catalyst is C1COCC1.C(OCC)(=O)C. The product is [CH3:9][C:10]1[CH:15]=[C:14]([C:16]2[S:20][C:19]([CH:35]=[O:36])=[N:18][CH:17]=2)[CH:13]=[C:12]([NH:21][C:22]2[N:27]=[C:26]([C:28]([F:29])([F:31])[F:30])[CH:25]=[CH:24][N:23]=2)[CH:11]=1. The yield is 0.810. (5) The yield is 0.610. The catalyst is O1CCOCC1.[Rh]. The product is [CH:17]1([C:11]2([C:6](=[O:10])[CH2:7][CH2:8][CH3:9])[CH2:12][CH2:13][NH:14][CH2:15][CH2:16]2)[CH2:18][CH2:19][CH2:20][CH2:21][CH2:22]1. The reactants are C(O)(=O)C.Cl.[C:6]([C:11]1([C:17]2[CH:22]=[CH:21][CH:20]=[CH:19][CH:18]=2)[CH2:16][CH2:15][NH:14][CH2:13][CH2:12]1)(=[O:10])[CH2:7][CH2:8][CH3:9]. (6) The reactants are [NH2:1][C:2]1[CH:17]=[CH:16][CH:15]=[C:14]([CH3:18])[C:3]=1[C:4]([NH:6][C:7]1[CH:12]=[CH:11][CH:10]=[CH:9][C:8]=1[Cl:13])=[O:5].[Cl:19][CH2:20][C:21](Cl)=O. The catalyst is C(O)(=O)C. The product is [Cl:19][CH2:20][C:21]1[N:6]([C:7]2[CH:12]=[CH:11][CH:10]=[CH:9][C:8]=2[Cl:13])[C:4](=[O:5])[C:3]2[C:2](=[CH:17][CH:16]=[CH:15][C:14]=2[CH3:18])[N:1]=1. The yield is 0.240.